From a dataset of CYP2C19 inhibition data for predicting drug metabolism from PubChem BioAssay. Regression/Classification. Given a drug SMILES string, predict its absorption, distribution, metabolism, or excretion properties. Task type varies by dataset: regression for continuous measurements (e.g., permeability, clearance, half-life) or binary classification for categorical outcomes (e.g., BBB penetration, CYP inhibition). Dataset: cyp2c19_veith. (1) The molecule is Cc1nn(C)c(Oc2ccc(Cl)cc2)c1C(=O)Nc1ccc(F)cc1F. The result is 1 (inhibitor). (2) The molecule is c1ccc(C[N+]23CN4CN(CN(C4)C2)C3)cc1. The result is 0 (non-inhibitor). (3) The compound is CC(C)CN1CCCC2(CCN(C(=O)c3cccn3C)CC2)C1. The result is 0 (non-inhibitor). (4) The compound is CCC(=O)Nc1ccccc1C(=O)OCC(=O)c1ccccc1. The result is 1 (inhibitor). (5) The molecule is Cc1ccc(S(=O)(=O)N/N=C\c2ccccc2OCc2ccccc2)cc1. The result is 1 (inhibitor). (6) The compound is Cc1[nH]nc(-c2ccc(OCc3cnn(-c4ccccc4)c3)cc2O)c1Oc1ccccc1F. The result is 1 (inhibitor).